This data is from Catalyst prediction with 721,799 reactions and 888 catalyst types from USPTO. The task is: Predict which catalyst facilitates the given reaction. (1) Reactant: [Si:1]([O:8][CH2:9][CH2:10][N:11]1[C:19]2[C:14](=[CH:15][CH:16]=[CH:17][CH:18]=2)[C:13]([CH2:20][CH2:21][CH2:22][OH:23])=[CH:12]1)([C:4]([CH3:7])([CH3:6])[CH3:5])([CH3:3])[CH3:2].[CH3:24][S:25](Br)(=[O:27])=[O:26].C(N(CC)CC)C. Product: [CH3:24][S:25]([O:23][CH2:22][CH2:21][CH2:20][C:13]1[C:14]2[C:19](=[CH:18][CH:17]=[CH:16][CH:15]=2)[N:11]([CH2:10][CH2:9][O:8][Si:1]([C:4]([CH3:7])([CH3:6])[CH3:5])([CH3:3])[CH3:2])[CH:12]=1)(=[O:27])=[O:26]. The catalyst class is: 2. (2) Reactant: [Cl-].[Mg+2].[Cl-].[C:4]([OH:10])(=O)[CH2:5][C:6]([OH:8])=[O:7].[CH2:11]([K])[CH3:12].N1(C(N2C=CN=C2)=O)[CH:18]=[CH:17]N=C1.[F:26][C:27]1[CH:46]=[CH:45][CH:44]=[CH:43][C:28]=1[CH2:29][CH:30]1[CH2:35][CH:34]([C:36]([OH:38])=O)[CH2:33][CH2:32][N:31]1[C:39]([O:41][CH3:42])=[O:40]. Product: [CH2:11]([O:8][C:6](=[O:7])[CH2:5][C:4]([C@@H:34]1[CH2:33][CH2:32][N:31]([C:39]([O:41][CH3:42])=[O:40])[C@@H:30]([CH2:29][C:28]2[CH:43]=[CH:44][CH:45]=[CH:46][C:27]=2[F:26])[CH2:35]1)=[O:10])[CH3:12].[CH2:17]([O:8][C:6](=[O:7])[CH2:5][C:36]([C@H:34]1[CH2:33][CH2:32][N:31]([C:39]([O:41][CH3:42])=[O:40])[C@@H:30]([CH2:29][C:28]2[CH:43]=[CH:44][CH:45]=[CH:46][C:27]=2[F:26])[CH2:35]1)=[O:38])[CH3:18]. The catalyst class is: 1.